Binary Classification. Given two protein amino acid sequences, predict whether they physically interact or not. From a dataset of Human Reference Interactome with 51,813 positive PPI pairs across 8,248 proteins, plus equal number of experimentally-validated negative pairs. (1) Protein 1 (ENSG00000198198) has sequence MASERPEPEVEEAGQVFLLMKKDYRISRNVRLAWFLSHLHQTVQATPQEMLSEQELEVLSVLPPGWQPDEPVVPRPFLLVPSTRVTFLAWQYRFVIELDLSPSTGIVDDSTGEILFDEVFHALSRCLGGLLRPFRVPGSCIDFQPEIYVTIQAYSSIIGLQSHQRQGFTMLARLPSNF*MASERPEPEVEEAGQVFLLMKKDYRISRNVRLAWFLSHLHQTVQATPQEMLLQSEQELEVLSVLPPGWQPDEPVVPRPFLLVPSTRVTFLAWQYRFVIELDLSPSTGIVDDSTGEILFDEV.... Protein 2 (ENSG00000071243) has sequence MLYLEDYLEMIEQLPMDLRDRFTEMREMDLQVQNAMDQLEQRVSEFFMNAKKNKPEWREEQMASIKKDYYKALEDADEKVQLANQIYDLVDRHLRKLDQELAKFKMELEADNAGITEILERRSLELDTPSQPVNNHHAHSHTPVEKRKYNPTSHHTTTDHIPEKKFKSEALLSTLTSDASKENTLGCRNNNSTASSNNAYNVNSSQPLGSYNIGSLSSGTGAGAITMAAAQAVQATAQMKEGRRTSSLKASYEAFKNNDFQLGKEFSMARETVGYSSSSALMTTLTQNASSSAADSRSGR.... Result: 0 (the proteins do not interact). (2) Protein 1 (ENSG00000174740) has sequence MGSGEPNPAGKKKKYLKAALYVGDLDPDVTEDMLYKKFRPAGPLRFTRICRDPVTRSPLGYGYVNFRFPADAEWALNTMNFDLINGKPFRLMWSQPDDRLRKSGVGNIFIKNLDKSIDNRALFYLFSAFGNILSCKVVCDDNGSKGYAYVHFDSLAAANRAIWHMNGVRLNNRQVYVGRFKFPEERAAEVRTRDRATFTNVFVKNIGDDIDDEKLKELFCEYGPTESVKVIRDASGKSKGFGFVRYETHEAAQKAVLDLHGKSIDGKVLYVGRAQKKIERLAELRRRFERLRLKEKSRPP.... Result: 0 (the proteins do not interact). Protein 2 (ENSG00000130950) has sequence MASNGAYPVLGPGVTVNPGTSLSVFTALPFATPAPGPAHRPPLVTAVVPPAGPLVLSAFPSTPLVAGQDGRGPSGAGASNVFVQMRTEVGPVKPPQAQTLILTQAPLVWQAPGTLCGGVMCPPPLLLAAAPGVPVTSAQVVGGTQACEGGWSHGLPLPPPPPAAQVAPIVSPGNARPWPQGAHGEGSLAPSQAKARPDDSCKPKSVYENFRLWQHYKPLARRHLPQSPDTEALSCFLIPVLRSLARRKPTMTLEEGLWQAMREWQHTSNFDRMIFYEMAEKFLEFEAEEEMQIQKSQWMK....